From a dataset of Drug-target binding data from BindingDB using IC50 measurements. Regression. Given a target protein amino acid sequence and a drug SMILES string, predict the binding affinity score between them. We predict pIC50 (pIC50 = -log10(IC50 in M); higher means more potent). Dataset: bindingdb_ic50. (1) The drug is CCCc1nc2c(C)ccnc2n1Cc1ccc(OC(C(=O)O)c2ccccc2)cc1. The target protein (P34976) has sequence MMLNSSTEDGIKRIQDDCPKAGRHNYIFVMIPTLYSIIFVVGIFGNSLAVIVIYFYMKLKTVASVFLLNLALADLCFLLTLPLWAVYTAMEYRWPFGNYLCKIASASVSFNLYASVFLLTCLSIDRYLAIVHPMKSRLRRTMLVAKVTCIIIWLLAGLASLPAIIHRNVFFIENTNITVCAFHYESQNSTLPIGLGLTKNILGFLFPFLIILTSYTLIWKALKKAYEIQKNKPRNDDIFKIIMAIVLFFFFSWVPHQIFTFLDVLIQLGVIHDCRIADIVDTAMPITICIAYFNNCLNPLFYGFLGKKFKKYFLQLLKYIPPKAKSHSNLSTKMSTLSYRPSDNVSSSSKKPVPCFEVE. The pIC50 is 7.4. (2) The small molecule is O=C(O)CCCN1CC(C(=O)O)Oc2c(NC(=O)c3ccc(OCCCCc4ccccc4)cc3)cccc21. The target protein (Q9NS75) has sequence MERKFMSLQPSISVSEMEPNGTFSNNNSRNCTIENFKREFFPIVYLIIFFWGVLGNGLSIYVFLQPYKKSTSVNVFMLNLAISDLLFISTLPFRADYYLRGSNWIFGDLACRIMSYSLYVNMYSSIYFLTVLSVVRFLAMVHPFRLLHVTSIRSAWILCGIIWILIMASSIMLLDSGSEQNGSVTSCLELNLYKIAKLQTMNYIALVVGCLLPFFTLSICYLLIIRVLLKVEVPESGLRVSHRKALTTIIITLIIFFLCFLPYHTLRTVHLTTWKVGLCKDRLHKALVITLALAAANACFNPLLYYFAGENFKDRLKSALRKGHPQKAKTKCVFPVSVWLRKETRV. The pIC50 is 8.6. (3) The small molecule is Cc1cc(CN)c(C)cc1CN. The target protein sequence is MEIYTSDNYSEEVGSGDYDSNKEPCFRDENENFNRIFLPTIYFIIFLTGIVGNGLVILVMGYQKKLRSMTDKYRLHLSVADLLFVITLPFWAVDAMADWYFGKFLCKAVHIIYTVNLYSSVLILAFISLDRYLAIVHATNSQSARKLLAEKAVYVGVWIPALLLTIPDIIFADVSQGDGRYICDRLYPDSLWMVVFQFQHIMVGLILPGIVILSCYCIIISKLSHSKGHQKRKALKTTVILILAFFACWLPYYVGISIDSFILLEVIKQGCEFESVVHKWISITEALAFFHCCLNPILYAFLGAKFKSSAQHALNSMSRGSSLKILSKGKRGGHSSVSTESESSSFHSS. The pIC50 is 6.0.